Dataset: Forward reaction prediction with 1.9M reactions from USPTO patents (1976-2016). Task: Predict the product of the given reaction. (1) Given the reactants Br[C:2]1[C:9]([C:10]#[N:11])=[C:8]([OH:12])[C:7]([O:13][CH3:14])=[CH:6][C:3]=1[C:4]#[N:5].[CH3:15][C:16]1[CH:31]=[C:30]([CH3:32])[CH:29]=[CH:28][C:17]=1[CH2:18]B1OC(C)(C)C(C)(C)O1.C(Cl)Cl.C(=O)([O-])O.[Na+], predict the reaction product. The product is: [CH3:15][C:16]1[CH:31]=[C:30]([CH3:32])[CH:29]=[CH:28][C:17]=1[CH2:18][C:2]1[C:9]([C:10]#[N:11])=[C:8]([OH:12])[C:7]([O:13][CH3:14])=[CH:6][C:3]=1[C:4]#[N:5]. (2) Given the reactants [Br:1][C:2]1[CH:3]=[C:4]([CH:26]=[CH:27][CH:28]=1)[CH2:5][N:6]1[C:14]2[C:13](=[O:15])[N:12]([CH3:16])[C:11](=[O:17])[N:10]([CH3:18])[C:9]=2[N:8]=[C:7]1[CH2:19][CH2:20][C:21](OCC)=[O:22].[BH4-].[Na+].CO, predict the reaction product. The product is: [Br:1][C:2]1[CH:3]=[C:4]([CH:26]=[CH:27][CH:28]=1)[CH2:5][N:6]1[C:14]2[C:13](=[O:15])[N:12]([CH3:16])[C:11](=[O:17])[N:10]([CH3:18])[C:9]=2[N:8]=[C:7]1[CH2:19][CH2:20][CH2:21][OH:22].